From a dataset of NCI-60 drug combinations with 297,098 pairs across 59 cell lines. Regression. Given two drug SMILES strings and cell line genomic features, predict the synergy score measuring deviation from expected non-interaction effect. (1) Drug 1: C#CCC(CC1=CN=C2C(=N1)C(=NC(=N2)N)N)C3=CC=C(C=C3)C(=O)NC(CCC(=O)O)C(=O)O. Drug 2: CN(C(=O)NC(C=O)C(C(C(CO)O)O)O)N=O. Cell line: NCI/ADR-RES. Synergy scores: CSS=-6.19, Synergy_ZIP=1.49, Synergy_Bliss=-3.53, Synergy_Loewe=-2.52, Synergy_HSA=-6.89. (2) Drug 1: CC1C(C(CC(O1)OC2CC(CC3=C2C(=C4C(=C3O)C(=O)C5=C(C4=O)C(=CC=C5)OC)O)(C(=O)C)O)N)O.Cl. Drug 2: C1=NC2=C(N=C(N=C2N1C3C(C(C(O3)CO)O)F)Cl)N. Cell line: NCI-H226. Synergy scores: CSS=21.3, Synergy_ZIP=-2.84, Synergy_Bliss=6.20, Synergy_Loewe=6.21, Synergy_HSA=6.98.